From a dataset of Reaction yield outcomes from USPTO patents with 853,638 reactions. Predict the reaction yield, written as a fraction of the theoretical maximum amount of product (1.0 means a 100% yield; for example, 0.34 means a 34% yield). (1) The reactants are [CH2:1]([N:6]1[C:14]2[N:13]=[CH:12][NH:11][C:10]=2[C:9](=[O:15])[NH:8]/[C:7]/1=[N:16]\[NH2:17])[CH2:2][CH2:3][CH2:4][CH3:5].[F:18][C:19]([F:24])([F:23])[C:20](O)=O. No catalyst specified. The product is [CH2:1]([N:6]1[C:14]2[N:13]=[CH:12][NH:11][C:10]=2[C:9](=[O:15])[N:8]2[C:20]([C:19]([F:24])([F:23])[F:18])=[N:17][N:16]=[C:7]12)[CH2:2][CH2:3][CH2:4][CH3:5]. The yield is 0.602. (2) The reactants are [CH:1]1[C:10]2[C:5](=[CH:6][CH:7]=[CH:8][CH:9]=2)[CH:4]=[C:3]([C:11]([OH:13])=O)[N:2]=1.CN(C(ON1N=NC2C=CC=CC1=2)=[N+](C)C)C.F[P-](F)(F)(F)(F)F.CCN(C(C)C)C(C)C.[CH3:47][O:48][C:49]([C:51]1[C:59]2[N:58]=[C:57]([NH2:60])[NH:56][C:55]=2[C:54]([F:61])=[C:53]([O:62][CH3:63])[C:52]=1[F:64])=[O:50]. The catalyst is CN(C=O)C. The product is [CH3:47][O:48][C:49]([C:51]1[C:59]2[NH:58][C:57]([NH:60][C:11]([C:3]3[N:2]=[CH:1][C:10]4[C:5]([CH:4]=3)=[CH:6][CH:7]=[CH:8][CH:9]=4)=[O:13])=[N:56][C:55]=2[C:54]([F:61])=[C:53]([O:62][CH3:63])[C:52]=1[F:64])=[O:50]. The yield is 0.490. (3) The reactants are [NH2:1][C:2]1[S:10][C:5]2[CH2:6][O:7][CH2:8][CH2:9][C:4]=2[C:3]=1[C:11]([C:13]1[CH:18]=[CH:17][C:16]([CH3:19])=[CH:15][CH:14]=1)=O.Cl[Si](C)(C)C.CN([CH:28]=[O:29])C. No catalyst specified. The product is [CH3:2][C:3]1[C:4]([CH2:5][C:6]([O:29][CH3:28])=[O:7])=[C:11]([C:13]2[CH:18]=[CH:17][C:16]([CH3:19])=[CH:15][CH:14]=2)[C:3]2[C:4]3[CH2:9][CH2:8][O:7][CH2:6][C:5]=3[S:10][C:2]=2[N:1]=1. The yield is 0.360. (4) The reactants are [CH:1]([C:3]1[NH:4][C:5]([CH3:11])=[CH:6][C:7]=1[C:8]([OH:10])=O)=[O:2].[NH2:12][CH2:13][CH2:14][N:15]1[CH2:19][CH2:18][CH2:17][CH2:16]1. No catalyst specified. The product is [N:15]1([CH2:14][CH2:13][NH:12][C:8]([C:7]2[CH:6]=[C:5]([CH3:11])[NH:4][C:3]=2[CH:1]=[O:2])=[O:10])[CH2:19][CH2:18][CH2:17][CH2:16]1. The yield is 0.760. (5) The reactants are CCN(CC)CC.[O:8]1[CH2:13][CH2:12][CH2:11][CH:10]([NH:14][C:15]2[C:16]([NH2:21])=[CH:17][CH:18]=[CH:19][CH:20]=2)[CH2:9]1.[C:22]([O:26][C:27]([NH:29][C@@H:30]([CH3:34])[C:31](O)=[O:32])=[O:28])([CH3:25])([CH3:24])[CH3:23].C1C=NC2N(O)N=NC=2C=1.Cl.CN(C)CCCN=C=NCC. The catalyst is C(Cl)Cl. The product is [C:22]([O:26][C:27](=[O:28])[NH:29][C@H:30]([C:31](=[O:32])[NH:21][C:16]1[CH:17]=[CH:18][CH:19]=[CH:20][C:15]=1[NH:14][CH:10]1[CH2:11][CH2:12][CH2:13][O:8][CH2:9]1)[CH3:34])([CH3:23])([CH3:24])[CH3:25]. The yield is 0.700. (6) The reactants are [C:1]([O:5][C:6](=[O:27])[NH:7][C:8]1[C:20](=[O:21])[N:19]([CH:22]2[CH2:26][CH2:25][CH2:24][CH2:23]2)[C:11]2[N:12]=[C:13](S(C)=O)[N:14]=[CH:15][C:10]=2[CH:9]=1)([CH3:4])([CH3:3])[CH3:2].[C:28]([O:32][C:33]([N:35]1[CH2:40][CH2:39][N:38]([C:41]2[CH:42]=[N:43][C:44]([NH2:47])=[CH:45][CH:46]=2)[CH2:37][CH2:36]1)=[O:34])([CH3:31])([CH3:30])[CH3:29]. The catalyst is C1(C)C=CC=CC=1. The product is [C:28]([O:32][C:33]([N:35]1[CH2:40][CH2:39][N:38]([C:41]2[CH:42]=[N:43][C:44]([NH:47][C:13]3[N:14]=[CH:15][C:10]4[CH:9]=[C:8]([NH:7][C:6]([O:5][C:1]([CH3:4])([CH3:3])[CH3:2])=[O:27])[C:20](=[O:21])[N:19]([CH:22]5[CH2:26][CH2:25][CH2:24][CH2:23]5)[C:11]=4[N:12]=3)=[CH:45][CH:46]=2)[CH2:37][CH2:36]1)=[O:34])([CH3:31])([CH3:29])[CH3:30]. The yield is 0.170. (7) The reactants are N.C([N:5](CC)C(C)C)(C)C.[Cl:11][C:12]1[N:17]=[C:16](Cl)[C:15]([N+:19]([O-:21])=[O:20])=[CH:14][N:13]=1. The catalyst is ClCCl. The product is [Cl:11][C:12]1[N:17]=[C:16]([NH2:5])[C:15]([N+:19]([O-:21])=[O:20])=[CH:14][N:13]=1. The yield is 0.901. (8) The reactants are C([O:3][C:4]([C:6]1[CH:11]=[CH:10][C:9]([O:12][CH2:13][C:14]2[C:15]([C:21]3[CH:26]=[CH:25][C:24]([F:27])=[CH:23][CH:22]=3)=[N:16][O:17][C:18]=2[CH2:19][OH:20])=[CH:8][N:7]=1)=[O:5])C.O.[OH-].[Li+].Cl. The catalyst is C1COCC1.O.CO. The product is [F:27][C:24]1[CH:25]=[CH:26][C:21]([C:15]2[C:14]([CH2:13][O:12][C:9]3[CH:10]=[CH:11][C:6]([C:4]([OH:5])=[O:3])=[N:7][CH:8]=3)=[C:18]([CH2:19][OH:20])[O:17][N:16]=2)=[CH:22][CH:23]=1. The yield is 0.120.